This data is from Reaction yield outcomes from USPTO patents with 853,638 reactions. The task is: Predict the reaction yield, written as a fraction of the theoretical maximum amount of product (1.0 means a 100% yield; for example, 0.34 means a 34% yield). (1) The reactants are [ClH:1].[C:2]([O:6]C(=O)[C@H](CCCNCOC=N)N)(C)(C)[CH3:3].[C:19]([O:23][C:24](=[O:40])[C@H:25]([CH2:34][CH2:35][CH2:36][NH:37][C:38]#[N:39])[NH:26][C:27]([O:29][C:30]([CH3:33])([CH3:32])[CH3:31])=[O:28])([CH3:22])([CH3:21])[CH3:20]. No catalyst specified. The product is [ClH:1].[C:19]([O:23][C:24](=[O:40])[C@H:25]([CH2:34][CH2:35][CH2:36][NH:37][CH:38]=[N:39][O:6][CH2:2][CH3:3])[NH:26][C:27]([O:29][C:30]([CH3:31])([CH3:32])[CH3:33])=[O:28])([CH3:20])([CH3:21])[CH3:22].[C:19]([O:23][C:24](=[O:40])[C@H:25]([CH2:34][CH2:35][CH2:36][NH:37][C:38]#[N:39])[NH:26][C:27]([O:29][C:30]([CH3:31])([CH3:32])[CH3:33])=[O:28])([CH3:20])([CH3:21])[CH3:22]. The yield is 0.750. (2) The yield is 0.500. The reactants are [CH3:1][O:2][C:3]1[CH:8]=[CH:7][N:6]=[C:5]([NH2:9])[CH:4]=1.[Br:10][C:11]1[CH:16]=[C:15]([CH3:17])[CH:14]=[C:13](Br)[N:12]=1.CC(C)([O-])C.[Na+].O. The catalyst is O1CCOCC1.[Pd](Cl)Cl.C(P(C(C)(C)C)[C-]1C=CC=C1)(C)(C)C.[C-]1(P(C(C)(C)C)C(C)(C)C)C=CC=C1.[Fe+2]. The product is [Br:10][C:11]1[N:12]=[C:13]([NH:9][C:5]2[CH:4]=[C:3]([O:2][CH3:1])[CH:8]=[CH:7][N:6]=2)[CH:14]=[C:15]([CH3:17])[CH:16]=1. (3) The reactants are [CH3:1][C:2]1[CH:7]=[C:6]([CH3:8])[N:5]=[C:4]([N:9]2[CH2:16][CH:15]3[CH:11]([CH2:12][NH:13][CH2:14]3)[CH2:10]2)[N:3]=1.[F:17][C:18]1[C:19]([C:27]2[N:32]=[CH:31][CH:30]=[CH:29][N:28]=2)=[C:20]([CH:24]=[CH:25][CH:26]=1)[C:21](O)=[O:22].CN(C(ON1N=NC2C=CC=NC1=2)=[N+](C)C)C.F[P-](F)(F)(F)(F)F. The catalyst is CN(C=O)C.CCOC(C)=O. The product is [CH3:1][C:2]1[CH:7]=[C:6]([CH3:8])[N:5]=[C:4]([N:9]2[CH2:16][CH:15]3[CH:11]([CH2:12][N:13]([C:21]([C:20]4[CH:24]=[CH:25][CH:26]=[C:18]([F:17])[C:19]=4[C:27]4[N:28]=[CH:29][CH:30]=[CH:31][N:32]=4)=[O:22])[CH2:14]3)[CH2:10]2)[N:3]=1. The yield is 0.440. (4) The yield is 0.520. The product is [CH2:13]([N:3]1[C:4]2[CH:10]=[CH:9][CH:8]=[CH:7][C:5]=2[N:6]=[C:2]1[Br:1])[CH:12]=[CH2:11]. The reactants are [Br:1][C:2]1[NH:6][C:5]2[CH:7]=[CH:8][CH:9]=[CH:10][C:4]=2[N:3]=1.[CH2:11](Br)[CH:12]=[CH2:13].O1CCOCC1.[OH-].[Na+]. The catalyst is C(OCC)(=O)C. (5) The reactants are Br[CH2:2][CH2:3][CH2:4][CH2:5][O:6][CH2:7][CH2:8][O:9][CH2:10][CH2:11][O:12][CH2:13][C:14]1[CH:19]=[CH:18][CH:17]=[CH:16][CH:15]=1.[I-:20].[Na+]. The yield is 0.900. The catalyst is CC(C)=O. The product is [I:20][CH2:2][CH2:3][CH2:4][CH2:5][O:6][CH2:7][CH2:8][O:9][CH2:10][CH2:11][O:12][CH2:13][C:14]1[CH:19]=[CH:18][CH:17]=[CH:16][CH:15]=1. (6) The reactants are [Cl:1][C:2]1[CH:7]=[CH:6][C:5]([C:8]2[O:12][N:11]=[C:10]([CH2:13][OH:14])[CH:9]=2)=[CH:4][CH:3]=1.C(Cl)Cl.[Br:18]N1C(=O)CCC1=O. The catalyst is C(Cl)(Cl)Cl.[OH-].[Na+]. The product is [Br:18][C:9]1[C:10]([CH2:13][OH:14])=[N:11][O:12][C:8]=1[C:5]1[CH:4]=[CH:3][C:2]([Cl:1])=[CH:7][CH:6]=1. The yield is 0.490.